Dataset: Catalyst prediction with 721,799 reactions and 888 catalyst types from USPTO. Task: Predict which catalyst facilitates the given reaction. (1) Reactant: [NH:1]1[CH2:6][CH2:5][O:4][CH2:3][CH2:2]1.[NH2:7][C:8]1[S:9][C:10]([CH3:18])=[C:11]([CH2:13][C:14](OC)=[O:15])[N:12]=1. The catalyst class is: 2. Product: [CH3:18][C:10]1[S:9][C:8]([NH2:7])=[N:12][C:11]=1[CH2:13][C:14]([N:1]1[CH2:6][CH2:5][O:4][CH2:3][CH2:2]1)=[O:15]. (2) Reactant: [OH:1][C:2]1[C:3]([CH2:12][CH:13]=[CH2:14])=[C:4]([CH:9]=[CH:10][CH:11]=1)[C:5]([O:7][CH3:8])=[O:6].[C:15](=O)([O-])[O-].[Cs+].[Cs+].CI. Product: [CH3:15][O:1][C:2]1[C:3]([CH2:12][CH:13]=[CH2:14])=[C:4]([CH:9]=[CH:10][CH:11]=1)[C:5]([O:7][CH3:8])=[O:6]. The catalyst class is: 3. (3) Reactant: C(S[C:9](=[O:49])[CH:10]([CH:18]1[CH:25]=[CH:24][CH2:23][CH:22]([CH:26]([NH:39]C(OC(C)(C)C)=O)[CH2:27][C:28]2[CH:33]=[CH:32][C:31]([O:34]C(C)(C)C)=[CH:30][CH:29]=2)[O:21][Si](C)(C)[O:19]1)[CH2:11][C:12]1[CH:17]=[CH:16][CH:15]=[CH:14][CH:13]=1)C1C=CC=CC=1.N1C=CC=CC=1.[Li+].[OH-:57].OO. Product: [NH2:39][CH:26]([CH2:27][C:28]1[CH:29]=[CH:30][C:31]([OH:34])=[CH:32][CH:33]=1)[CH:22]([OH:21])[CH2:23]/[CH:24]=[CH:25]\[CH:18]([OH:19])[CH:10]([CH2:11][C:12]1[CH:17]=[CH:16][CH:15]=[CH:14][CH:13]=1)[C:9]([OH:57])=[O:49]. The catalyst class is: 1. (4) Reactant: [CH3:1][C:2]1([C:7]2[O:11][N:10]=[C:9]([C:12](OCC)=[O:13])[CH:8]=2)[O:6][CH2:5][CH2:4][O:3]1.CCO.C1COCC1. Product: [CH3:1][C:2]1([C:7]2[O:11][N:10]=[C:9]([CH2:12][OH:13])[CH:8]=2)[O:6][CH2:5][CH2:4][O:3]1. The catalyst class is: 6. (5) Reactant: [CH3:1][C:2]1[CH:8]=[CH:7][CH:6]=[C:5]([CH3:9])[C:3]=1[NH2:4].[CH3:10][C:11]1[CH:12]=[C:13]([CH:17]=[CH:18][C:19]=1[NH:20][C:21]1[N:30]=[C:29]([C:31]2[CH:36]=[CH:35][CH:34]=[CH:33][CH:32]=2)[C:28]2[C:23](=[CH:24][CH:25]=[CH:26][CH:27]=2)[N:22]=1)[C:14](O)=[O:15].CN(C(ON1N=NC2C=CC=NC1=2)=[N+](C)C)C.F[P-](F)(F)(F)(F)F.CCN(C(C)C)C(C)C. Product: [CH3:1][C:2]1[CH:8]=[CH:7][CH:6]=[C:5]([CH3:9])[C:3]=1[NH:4][C:14](=[O:15])[C:13]1[CH:17]=[CH:18][C:19]([NH:20][C:21]2[N:30]=[C:29]([C:31]3[CH:36]=[CH:35][CH:34]=[CH:33][CH:32]=3)[C:28]3[C:23](=[CH:24][CH:25]=[CH:26][CH:27]=3)[N:22]=2)=[C:11]([CH3:10])[CH:12]=1. The catalyst class is: 566. (6) Reactant: C[O-].[Na+].[CH3:4][O:5][C:6]1[CH:11]=[CH:10][C:9]([CH2:12][C:13]#[N:14])=[CH:8][CH:7]=1.[N:15]([C:18]1[CH:23]=[CH:22][C:21]([C:24]([F:27])([F:26])[F:25])=[CH:20][C:19]=1[F:28])=[N+:16]=[N-:17]. Product: [F:28][C:19]1[CH:20]=[C:21]([C:24]([F:26])([F:27])[F:25])[CH:22]=[CH:23][C:18]=1[N:15]1[C:13]([NH2:14])=[C:12]([C:9]2[CH:10]=[CH:11][C:6]([O:5][CH3:4])=[CH:7][CH:8]=2)[N:17]=[N:16]1. The catalyst class is: 5.